From a dataset of HIV replication inhibition screening data with 41,000+ compounds from the AIDS Antiviral Screen. Binary Classification. Given a drug SMILES string, predict its activity (active/inactive) in a high-throughput screening assay against a specified biological target. (1) The drug is CC(=O)OCC1OC(n2c(=S)n(-c3ccccc3)c(=O)c3cc(Br)ccc32)C(OC(C)=O)C1OC(C)=O. The result is 0 (inactive). (2) The molecule is [O-]c1c2c(nn1-c1ccc(F)cc1)c1ccccc1c[n+]2Cc1ccccc1. The result is 0 (inactive).